Task: Predict the reaction yield, written as a fraction of the theoretical maximum amount of product (1.0 means a 100% yield; for example, 0.34 means a 34% yield).. Dataset: Reaction yield outcomes from USPTO patents with 853,638 reactions The reactants are Br[CH2:2][C:3]1[C:7]2[CH:8]=[CH:9][C:10]([O:12][C:13]3[CH:20]=[CH:19][C:18]([F:21])=[CH:17][C:14]=3[C:15]#[N:16])=[CH:11][C:6]=2[O:5][N:4]=1.[NH:22]1[CH2:26][CH2:25][CH2:24][CH2:23]1. The catalyst is ClCCl. The product is [F:21][C:18]1[CH:19]=[CH:20][C:13]([O:12][C:10]2[CH:9]=[CH:8][C:7]3[C:3]([CH2:2][N:22]4[CH2:26][CH2:25][CH2:24][CH2:23]4)=[N:4][O:5][C:6]=3[CH:11]=2)=[C:14]([CH:17]=1)[C:15]#[N:16]. The yield is 0.940.